From a dataset of Reaction yield outcomes from USPTO patents with 853,638 reactions. Predict the reaction yield, written as a fraction of the theoretical maximum amount of product (1.0 means a 100% yield; for example, 0.34 means a 34% yield). (1) The reactants are [NH2:1][C:2]1[C:7]2[C:8]([C:11]3[CH:16]=[CH:15][C:14]([NH:17][C:18]([C:20]4[N:21]([CH3:29])[C:22]5[C:27]([CH:28]=4)=[CH:26][CH:25]=[CH:24][CH:23]=5)=[O:19])=[C:13]([O:30][CH3:31])[CH:12]=3)=[CH:9][S:10][C:6]=2[C:5](/[CH:32]=[CH:33]/[CH2:34][N:35]2[CH2:40][CH2:39][CH:38]([OH:41])[CH2:37][CH2:36]2)=[CH:4][N:3]=1.C(O)C.OCC1(OC[C@@H](O)[C@@H](O)[C@H]1O)O.[H][H]. The catalyst is [OH-].[OH-].[Pd+2].C(O)(=O)C. The product is [NH2:1][C:2]1[C:7]2[C:8]([C:11]3[CH:16]=[CH:15][C:14]([NH:17][C:18]([C:20]4[N:21]([CH3:29])[C:22]5[C:27]([CH:28]=4)=[CH:26][CH:25]=[CH:24][CH:23]=5)=[O:19])=[C:13]([O:30][CH3:31])[CH:12]=3)=[CH:9][S:10][C:6]=2[C:5]([CH2:32][CH2:33][CH2:34][N:35]2[CH2:36][CH2:37][CH:38]([OH:41])[CH2:39][CH2:40]2)=[CH:4][N:3]=1. The yield is 0.250. (2) The reactants are C(OC([S:6][C:7]1[CH:12]=[C:11]([F:13])[CH:10]=[C:9]([F:14])[CH:8]=1)=S)C.[OH-].[K+]. The catalyst is C(O)C.O. The product is [F:13][C:11]1[CH:12]=[C:7]([SH:6])[CH:8]=[C:9]([F:14])[CH:10]=1. The yield is 0.800. (3) The reactants are [F:1][C:2]1[CH:7]=[CH:6][C:5]([N:8]2[C:12]([CH:13]([CH3:15])[CH3:14])=[C:11]([NH2:16])[CH:10]=[N:9]2)=[CH:4][CH:3]=1.[CH3:17][C:18]1[N:19]([CH:27]([CH2:31][CH3:32])[C:28](O)=[O:29])[CH:20]=[C:21]([C:23]([F:26])([F:25])[F:24])[N:22]=1.C(N(C(C)C)CC)(C)C.CN(C(ON1N=NC2C=CC=NC1=2)=[N+](C)C)C.F[P-](F)(F)(F)(F)F. The catalyst is CN(C=O)C.O. The product is [F:1][C:2]1[CH:3]=[CH:4][C:5]([N:8]2[C:12]([CH:13]([CH3:14])[CH3:15])=[C:11]([NH:16][C:28](=[O:29])[CH:27]([N:19]3[CH:20]=[C:21]([C:23]([F:24])([F:25])[F:26])[N:22]=[C:18]3[CH3:17])[CH2:31][CH3:32])[CH:10]=[N:9]2)=[CH:6][CH:7]=1. The yield is 0.250. (4) The reactants are [CH:1]1[CH:2]=[CH:3][C:4]2[S:9][CH:8]=[CH:7][C:5]=2[CH:6]=1.CC([O-])(C)C.[K+].[SiH:16]([CH2:21][CH3:22])([CH2:19][CH3:20])[CH2:17][CH3:18]. The catalyst is O1CCCC1. The product is [S:9]1[CH:8]=[C:7]([Si:16]([CH2:21][CH3:22])([CH2:19][CH3:20])[CH2:17][CH3:18])[C:5]2[CH:6]=[CH:1][CH:2]=[CH:3][C:4]1=2. The yield is 0.830.